Dataset: Catalyst prediction with 721,799 reactions and 888 catalyst types from USPTO. Task: Predict which catalyst facilitates the given reaction. (1) Reactant: [Cl:1][C:2]1[CH:3]=[CH:4][C:5]([O:11][CH3:12])=[C:6]([C:8](=O)[CH3:9])[CH:7]=1.C(O)=O.C([NH2:18])=O. Product: [Cl:1][C:2]1[CH:3]=[CH:4][C:5]([O:11][CH3:12])=[C:6]([CH:8]([NH2:18])[CH3:9])[CH:7]=1. The catalyst class is: 6. (2) Reactant: [C:1]([O:5][C:6](=[O:14])[N:7]([CH2:11][CH2:12][OH:13])[CH2:8][CH2:9][CH3:10])([CH3:4])([CH3:3])[CH3:2].[H-].[Na+].Cl[C:18]1[N:23]=[C:22]([O:24][CH3:25])[C:21]([N+:26]([O-:28])=[O:27])=[CH:20][N:19]=1.O. Product: [C:1]([O:5][C:6](=[O:14])[N:7]([CH2:11][CH2:12][O:13][C:18]1[N:23]=[C:22]([O:24][CH3:25])[C:21]([N+:26]([O-:28])=[O:27])=[CH:20][N:19]=1)[CH2:8][CH2:9][CH3:10])([CH3:2])([CH3:3])[CH3:4]. The catalyst class is: 1. (3) Reactant: [CH2:1]([O:3][C:4](=[O:36])[CH:5]([NH:29][C:30]([O:32][CH2:33][CH:34]=[CH2:35])=[O:31])[CH2:6][C:7]1[O:11][N:10]=[C:9]([CH:12]2[CH2:16][CH2:15][CH2:14][N:13]2[C:17](=[O:28])[CH2:18][C:19]2[CH:24]=[CH:23][C:22]([N+:25]([O-])=O)=[CH:21][CH:20]=2)[CH:8]=1)[CH3:2].Cl.[OH-].[Na+]. Product: [CH2:1]([O:3][C:4](=[O:36])[CH:5]([NH:29][C:30]([O:32][CH2:33][CH:34]=[CH2:35])=[O:31])[CH2:6][C:7]1[O:11][N:10]=[C:9]([CH:12]2[CH2:16][CH2:15][CH2:14][N:13]2[C:17](=[O:28])[CH2:18][C:19]2[CH:20]=[CH:21][C:22]([NH2:25])=[CH:23][CH:24]=2)[CH:8]=1)[CH3:2]. The catalyst class is: 190. (4) Reactant: [CH3:1][N:2]1[C:6]([C:7]([F:10])([F:9])[F:8])=[CH:5][C:4]([O:11][C:12]2[CH:13]=[C:14]([N+:29]([O-])=O)[CH:15]=[C:16]([O:18][C:19]3[CH:24]=[CH:23][CH:22]=[C:21]([C:25]([F:28])([F:27])[F:26])[CH:20]=3)[CH:17]=2)=[N:3]1.C([O-])=O.[NH4+]. Product: [CH3:1][N:2]1[C:6]([C:7]([F:8])([F:9])[F:10])=[CH:5][C:4]([O:11][C:12]2[CH:13]=[C:14]([CH:15]=[C:16]([O:18][C:19]3[CH:24]=[CH:23][CH:22]=[C:21]([C:25]([F:26])([F:27])[F:28])[CH:20]=3)[CH:17]=2)[NH2:29])=[N:3]1. The catalyst class is: 105. (5) Reactant: [C:1]([C:5]1[CH:10]=[CH:9][C:8]([C:11]2[CH:12]=[C:13]3[C:17](=[CH:18][CH:19]=2)[N:16]([C:20]2[CH:25]=[CH:24][C:23]([O:26][CH:27]4[CH2:31][CH2:30][CH2:29][CH2:28]4)=[CH:22][CH:21]=2)[C:15]([C:32](Cl)=[O:33])=[CH:14]3)=[CH:7][CH:6]=1)([CH3:4])([CH3:3])[CH3:2].[NH2:35][CH2:36][CH2:37][S:38]([OH:41])(=[O:40])=[O:39]. Product: [C:1]([C:5]1[CH:10]=[CH:9][C:8]([C:11]2[CH:12]=[C:13]3[C:17](=[CH:18][CH:19]=2)[N:16]([C:20]2[CH:25]=[CH:24][C:23]([O:26][CH:27]4[CH2:31][CH2:30][CH2:29][CH2:28]4)=[CH:22][CH:21]=2)[C:15]([C:32]([NH:35][CH2:36][CH2:37][S:38]([OH:41])(=[O:40])=[O:39])=[O:33])=[CH:14]3)=[CH:7][CH:6]=1)([CH3:4])([CH3:3])[CH3:2]. The catalyst class is: 17. (6) Reactant: [CH3:1][C:2]([CH3:24])([CH3:23])[CH2:3][N:4]1[C:12]2[C:7](=[N:8][C:9]([C:13]3[CH2:14][CH:15]4[CH2:19][NH:18][CH2:17][CH:16]4[CH:20]=3)=[CH:10][CH:11]=2)[N:6]([CH3:21])[C:5]1=[O:22].CCN(C(C)C)C(C)C.[CH3:34][S:35](Cl)(=[O:37])=[O:36]. Product: [CH3:1][C:2]([CH3:24])([CH3:23])[CH2:3][N:4]1[C:12]2[C:7](=[N:8][C:9]([C:13]3[CH2:14][CH:15]4[CH2:19][N:18]([S:35]([CH3:34])(=[O:37])=[O:36])[CH2:17][CH:16]4[CH:20]=3)=[CH:10][CH:11]=2)[N:6]([CH3:21])[C:5]1=[O:22]. The catalyst class is: 2. (7) Reactant: [CH:1]([C:3]1[CH:10]=[CH:9][C:6]([C:7]#[N:8])=[C:5]([CH3:11])[C:4]=1[OH:12])=[O:2].P([O-])(O)(O)=[O:14].[Na+].Cl([O-])=O.[Na+].C(=O)([O-])[O-].[Na+].[Na+]. Product: [C:7]([C:6]1[CH:9]=[CH:10][C:3]([C:1]([OH:14])=[O:2])=[C:4]([OH:12])[C:5]=1[CH3:11])#[N:8]. The catalyst class is: 16. (8) Reactant: C([Si]([O:8][C:9]1(OCC)[C:12]2[CH:13]=[CH:14][CH:15]=[CH:16][C:11]=2[CH2:10]1)(C)C)(C)(C)C. Product: [C:9]1(=[O:8])[C:12]2[CH:13]=[CH:14][CH:15]=[CH:16][C:11]=2[CH2:10]1. The catalyst class is: 47. (9) The catalyst class is: 2. Reactant: [F:1][C:2]1[C:3]([S:41]C)=[C:4]([C:9]2[C:10]([CH:24](O)[C:25]3[CH:30]=[CH:29][C:28]([O:31][CH2:32][CH2:33][N:34]4[CH2:39][CH2:38][CH2:37][CH2:36][CH2:35]4)=[CH:27][CH:26]=3)=[C:11]3[C:16](=[CH:17][CH:18]=2)[CH:15]=[C:14]([O:19][S:20]([CH3:23])(=[O:22])=[O:21])[CH:13]=[CH:12]3)[CH:5]=[C:6]([F:8])[CH:7]=1.C(N(CC)CC)C.CS(Cl)(=O)=O.O. Product: [F:1][C:2]1[CH:7]=[C:6]([F:8])[CH:5]=[C:4]2[C:3]=1[S:41][CH:24]([C:25]1[CH:26]=[CH:27][C:28]([O:31][CH2:32][CH2:33][N:34]3[CH2:39][CH2:38][CH2:37][CH2:36][CH2:35]3)=[CH:29][CH:30]=1)[C:10]1[C:9]2=[CH:18][CH:17]=[C:16]2[C:11]=1[CH:12]=[CH:13][C:14]([O:19][S:20]([CH3:23])(=[O:21])=[O:22])=[CH:15]2. (10) Reactant: C[O:2][C:3]([C:5]1[C@H:9]([CH2:10][O:11][CH2:12][C:13]2[CH:18]=[CH:17][CH:16]=[CH:15][CH:14]=2)[C@@H:8]([O:19][Si:20]([C:23]([CH3:26])([CH3:25])[CH3:24])([CH3:22])[CH3:21])[CH2:7][CH:6]=1)=O.[H-].C([Al+]CC(C)C)C(C)C.C(C(C(C([O-])=O)O)O)([O-])=O.[Na+].[K+]. Product: [CH3:26][C:23]([Si:20]([CH3:22])([CH3:21])[O:19][C@@H:8]1[C@@H:9]([CH2:10][O:11][CH2:12][C:13]2[CH:14]=[CH:15][CH:16]=[CH:17][CH:18]=2)[C:5]([CH2:3][OH:2])=[CH:6][CH2:7]1)([CH3:24])[CH3:25]. The catalyst class is: 2.